From a dataset of Reaction yield outcomes from USPTO patents with 853,638 reactions. Predict the reaction yield, written as a fraction of the theoretical maximum amount of product (1.0 means a 100% yield; for example, 0.34 means a 34% yield). (1) The reactants are [Cl:1][C:2]1[CH:3]=[C:4]2[C:8](=[CH:9][CH:10]=1)[N:7]([C:11]1[CH:16]=[CH:15][CH:14]=[C:13]([C:17]([F:20])([F:19])[F:18])[CH:12]=1)[C:6]([CH:21]([NH:28][C:29]1[CH:37]=[CH:36][C:32]([C:33](O)=[O:34])=[CH:31][CH:30]=1)[CH2:22][CH2:23][CH2:24][CH2:25][CH2:26][CH3:27])=[CH:5]2.Cl.[CH2:39]([O:41][C:42](=[O:46])[CH2:43][CH2:44][NH2:45])[CH3:40].O.ON1C2C=CC=CC=2N=N1.Cl.C(N=C=NCCCN(C)C)C.Cl. The catalyst is CN(C)C=O.C(N(CC)CC)C. The product is [Cl:1][C:2]1[CH:3]=[C:4]2[C:8](=[CH:9][CH:10]=1)[N:7]([C:11]1[CH:16]=[CH:15][CH:14]=[C:13]([C:17]([F:19])([F:18])[F:20])[CH:12]=1)[C:6]([CH:21]([NH:28][C:29]1[CH:30]=[CH:31][C:32]([C:33]([NH:45][CH2:44][CH2:43][C:42]([O:41][CH2:39][CH3:40])=[O:46])=[O:34])=[CH:36][CH:37]=1)[CH2:22][CH2:23][CH2:24][CH2:25][CH2:26][CH3:27])=[CH:5]2. The yield is 0.920. (2) The reactants are [NH2:1][C:2]1[CH:3]=[N:4][CH:5]=[CH:6][CH:7]=1.C([Li])CCC.Cl[C:14]1[O:18][N:17]=[C:16]2[C:19]3[CH:27]=[C:26]([CH3:28])[CH:25]=[CH:24][C:20]=3[O:21][CH2:22][CH2:23][C:15]=12. The catalyst is O1CCCC1.CCCCCC.C(OCC)(=O)C. The product is [CH3:28][C:26]1[CH:25]=[CH:24][C:20]2[O:21][CH2:22][CH2:23][C:15]3[C:16](=[N:17][O:18][C:14]=3[NH:1][C:2]3[CH:3]=[N:4][CH:5]=[CH:6][CH:7]=3)[C:19]=2[CH:27]=1. The yield is 0.281. (3) The reactants are [CH3:1][O:2][C:3](=[O:13])[CH2:4][C:5]1[CH:10]=[CH:9][C:8]([S:11][CH3:12])=[CH:7][CH:6]=1.[Br:14]Br. The catalyst is C(Cl)(Cl)(Cl)Cl. The product is [CH3:1][O:2][C:3](=[O:13])[CH2:4][C:5]1[CH:10]=[CH:9][C:8]([S:11][CH3:12])=[C:7]([Br:14])[CH:6]=1. The yield is 0.850. (4) The reactants are [F:1][C:2]1[CH:7]=[C:6](I)[CH:5]=[CH:4][C:3]=1[NH2:9].[CH3:10][O:11][CH2:12][CH2:13][OH:14].C(=O)([O-])[O-].[Cs+].[Cs+]. The catalyst is [Cu]I. The product is [F:1][C:2]1[CH:7]=[C:6]([O:14][CH2:13][CH2:12][O:11][CH3:10])[CH:5]=[CH:4][C:3]=1[NH2:9]. The yield is 0.410. (5) The reactants are [N+:1]([C:4]1[CH:5]=[C:6]([C:10]([N:12]2[CH2:16][CH2:15][CH2:14][CH2:13]2)=[O:11])[CH:7]=[N:8][CH:9]=1)([O-])=O. The catalyst is CO.[Pd]. The product is [NH2:1][C:4]1[CH:5]=[C:6]([C:10]([N:12]2[CH2:16][CH2:15][CH2:14][CH2:13]2)=[O:11])[CH:7]=[N:8][CH:9]=1. The yield is 0.870. (6) The reactants are Cl.[CH3:2][O:3][C:4]1[CH:16]=[CH:15][C:7]([CH2:8][N:9]2[C:13]([NH2:14])=[CH:12][CH:11]=[N:10]2)=[CH:6][CH:5]=1.C(=O)(O)[O-].[Na+].[CH2:22]([O:24][C:25](=[O:36])[C:26](=[CH:32]OCC)[C:27]([O:29][CH2:30][CH3:31])=[O:28])[CH3:23]. No catalyst specified. The product is [CH2:22]([O:24][C:25](=[O:36])[C:26](=[CH:32][NH:14][C:13]1[N:9]([CH2:8][C:7]2[CH:6]=[CH:5][C:4]([O:3][CH3:2])=[CH:16][CH:15]=2)[N:10]=[CH:11][CH:12]=1)[C:27]([O:29][CH2:30][CH3:31])=[O:28])[CH3:23]. The yield is 0.530. (7) The reactants are Br[C:2]1[CH:7]=[CH:6][C:5]([F:8])=[CH:4][C:3]=1[O:9][CH3:10].[C:11]([Cu])#[N:12].[NH4+].[OH-]. The catalyst is CN1CCCC1=O. The product is [F:8][C:5]1[CH:6]=[CH:7][C:2]([C:11]#[N:12])=[C:3]([O:9][CH3:10])[CH:4]=1. The yield is 0.850. (8) The reactants are [CH3:1][O:2][C:3]([C:5]1[CH2:9][C@@H:8]([CH3:10])[CH2:7][C:6]=1[C:11]1[CH:16]=[C:15]([O:17][CH2:18][O:19][CH3:20])[CH:14]=[CH:13][C:12]=1[O:21][CH2:22][O:23][CH3:24])=[O:4]. The catalyst is [Pd].CO. The product is [CH3:1][O:2][C:3]([CH:5]1[CH2:9][CH:8]([CH3:10])[CH2:7][CH:6]1[C:11]1[CH:16]=[C:15]([O:17][CH2:18][O:19][CH3:20])[CH:14]=[CH:13][C:12]=1[O:21][CH2:22][O:23][CH3:24])=[O:4]. The yield is 1.00.